This data is from Full USPTO retrosynthesis dataset with 1.9M reactions from patents (1976-2016). The task is: Predict the reactants needed to synthesize the given product. (1) Given the product [CH2:19]([N:9]1[CH2:8][CH2:7][C:6](=[O:27])[CH:11]([C:12]2[CH:13]=[CH:14][CH:15]=[CH:16][CH:17]=2)[C:10]1=[O:18])[CH2:20][C:21]1[CH:22]=[CH:23][CH:24]=[CH:25][CH:26]=1, predict the reactants needed to synthesize it. The reactants are: [H-].[Na+].C(O[C:6](=[O:27])[CH2:7][CH2:8][N:9]([CH2:19][CH2:20][C:21]1[CH:26]=[CH:25][CH:24]=[CH:23][CH:22]=1)[C:10](=[O:18])[CH2:11][C:12]1[CH:17]=[CH:16][CH:15]=[CH:14][CH:13]=1)C.CCO. (2) Given the product [Cl:12][C:10]1[S:11][C:6]2[CH:5]=[C:4]([C:1](=[O:3])[NH:33][CH:34]3[CH2:42][C:41]4[C:36](=[CH:37][C:38]([F:43])=[CH:39][CH:40]=4)[CH:35]3[OH:44])[NH:8][C:7]=2[C:9]=1[Cl:13], predict the reactants needed to synthesize it. The reactants are: [C:1]([C:4]1[NH:8][C:7]2[C:9]([Cl:13])=[C:10]([Cl:12])[S:11][C:6]=2[CH:5]=1)([OH:3])=O.C1C=CC2N(O)N=NC=2C=1.CCN(C(C)C)C(C)C.[NH2:33][CH:34]1[CH2:42][C:41]2[C:36](=[CH:37][C:38]([F:43])=[CH:39][CH:40]=2)[CH:35]1[OH:44].CCN=C=NCCCN(C)C. (3) Given the product [C:1]([O:5][C:6]([N:8]1[CH2:13][CH2:12][N:11]([C:15]([C:16]([O:18][CH2:19][CH3:20])=[O:17])([CH3:22])[CH3:21])[CH2:10][CH2:9]1)=[O:7])([CH3:4])([CH3:2])[CH3:3], predict the reactants needed to synthesize it. The reactants are: [C:1]([O:5][C:6]([N:8]1[CH2:13][CH2:12][NH:11][CH2:10][CH2:9]1)=[O:7])([CH3:4])([CH3:3])[CH3:2].Br[C:15]([CH3:22])([CH3:21])[C:16]([O:18][CH2:19][CH3:20])=[O:17].C(=O)([O-])[O-].[K+].[K+]. (4) Given the product [C:12]1([CH2:11][O:18][C:2]2[CH:3]=[C:4]([C:5]([OH:7])=[O:6])[CH:8]=[CH:9][N:10]=2)[CH:17]=[CH:16][CH:15]=[CH:14][CH:13]=1, predict the reactants needed to synthesize it. The reactants are: Cl[C:2]1[CH:3]=[C:4]([CH:8]=[CH:9][N:10]=1)[C:5]([OH:7])=[O:6].[CH2:11]([OH:18])[C:12]1[CH:17]=[CH:16][CH:15]=[CH:14][CH:13]=1.[H-].[Na+].C1OCCOCCOCCOCCOCCOC1. (5) Given the product [NH:38]1[C:39]2[C:35](=[C:34]([C:2]3[N:11]=[CH:10][C:9]4[N:8]([S:12]([C:15]5[CH:21]=[CH:20][C:18]([CH3:19])=[CH:17][CH:16]=5)(=[O:14])=[O:13])[CH2:7][CH:6]5[CH2:22][O:23][CH2:24][CH2:25][N:5]5[C:4]=4[N:3]=3)[CH:42]=[CH:41][CH:40]=2)[CH:36]=[CH:37]1, predict the reactants needed to synthesize it. The reactants are: Cl[C:2]1[N:11]=[CH:10][C:9]2[N:8]([S:12]([C:15]3[CH:21]=[CH:20][C:18]([CH3:19])=[CH:17][CH:16]=3)(=[O:14])=[O:13])[CH2:7][CH:6]3[CH2:22][O:23][CH2:24][CH2:25][N:5]3[C:4]=2[N:3]=1.CC1(C)C(C)(C)OB([C:34]2[CH:42]=[CH:41][CH:40]=[C:39]3[C:35]=2[CH:36]=[CH:37][NH:38]3)O1. (6) Given the product [C:1]([O:5][C@@H:6]([C:10]1[C:11]([C:26]2[CH:31]=[CH:30][C:29]([Cl:32])=[CH:28][CH:27]=2)=[C:12]2[C:17](=[CH:18][C:19]=1[CH3:20])[N:16]=[C:15]([C:21]1[CH:22]=[CH:23][N:24]=[CH:35][CH:34]=1)[CH:14]=[CH:13]2)[C:7]([OH:9])=[O:8])([CH3:4])([CH3:3])[CH3:2], predict the reactants needed to synthesize it. The reactants are: [C:1]([O:5][C@@H:6]([C:10]1[C:11]([C:26]2[CH:31]=[CH:30][C:29]([Cl:32])=[CH:28][CH:27]=2)=[C:12]2[C:17](=[CH:18][C:19]=1[CH3:20])[N:16]=[C:15]([C:21]1N[N:24]=[CH:23][CH:22]=1)[CH:14]=[CH:13]2)[C:7]([OH:9])=[O:8])([CH3:4])([CH3:3])[CH3:2].N1C=CC(B(O)O)=[CH:35][CH:34]=1. (7) Given the product [C:1]([NH:6][C:7]1[C:16](=[O:17])[C:15]2[N:14]=[C:13]([CH:18]=[O:21])[CH:12]=[CH:11][C:10]=2[C:9](=[O:19])[CH:8]=1)(=[O:5])[CH2:2][CH2:3][CH3:4], predict the reactants needed to synthesize it. The reactants are: [C:1]([NH:6][C:7]1[C:16](=[O:17])[C:15]2[N:14]=[C:13]([CH3:18])[CH:12]=[CH:11][C:10]=2[C:9](=[O:19])[CH:8]=1)(=[O:5])[CH2:2][CH2:3][CH3:4].[Se](=O)=[O:21]. (8) Given the product [N+:7]([C:10]1[CH:11]=[CH:12][C:13]([CH2:16][CH2:17][CH2:18][N:20]2[CH2:21][CH2:22][N:23]([C:26]([O:28][C:29]([CH3:32])([CH3:31])[CH3:30])=[O:27])[CH2:24][CH2:25]2)=[CH:14][CH:15]=1)([O-:9])=[O:8], predict the reactants needed to synthesize it. The reactants are: B.C1COCC1.[N+:7]([C:10]1[CH:15]=[CH:14][C:13]([CH2:16][CH2:17][C:18]([N:20]2[CH2:25][CH2:24][N:23]([C:26]([O:28][C:29]([CH3:32])([CH3:31])[CH3:30])=[O:27])[CH2:22][CH2:21]2)=O)=[CH:12][CH:11]=1)([O-:9])=[O:8].C1COCC1. (9) The reactants are: [CH2:1]([N:8]1[CH2:16][C@H:15]2[C@:10]([CH3:22])([CH2:11][CH2:12][C:13]3[C:20](Br)=[CH:19][CH:18]=[CH:17][C:14]=32)[CH2:9]1)[C:2]1[CH:7]=[CH:6][CH:5]=[CH:4][CH:3]=1.C([Li])CCC.CN(C)[CH:30]=[O:31]. Given the product [CH2:1]([N:8]1[CH2:16][C@H:15]2[C@:10]([CH3:22])([CH2:11][CH2:12][C:13]3[C:20]([CH:30]=[O:31])=[CH:19][CH:18]=[CH:17][C:14]=32)[CH2:9]1)[C:2]1[CH:7]=[CH:6][CH:5]=[CH:4][CH:3]=1, predict the reactants needed to synthesize it. (10) Given the product [C:1]1([C:7]2[N:8]=[C:9]([C:12]3[CH2:17][CH2:16][NH:15][CH2:14][CH:13]=3)[S:10][CH:11]=2)[CH:2]=[CH:3][CH:4]=[CH:5][CH:6]=1, predict the reactants needed to synthesize it. The reactants are: [C:1]1([C:7]2[N:8]=[C:9]([C:12]3[CH2:17][CH2:16][N:15](C(OC(C)(C)C)=O)[CH2:14][CH:13]=3)[S:10][CH:11]=2)[CH:6]=[CH:5][CH:4]=[CH:3][CH:2]=1.C(O)(C(F)(F)F)=O.